From a dataset of Peptide-MHC class I binding affinity with 185,985 pairs from IEDB/IMGT. Regression. Given a peptide amino acid sequence and an MHC pseudo amino acid sequence, predict their binding affinity value. This is MHC class I binding data. (1) The peptide sequence is FYIQMCTEL. The MHC is HLA-A24:02 with pseudo-sequence HLA-A24:02. The binding affinity (normalized) is 0.784. (2) The peptide sequence is ITTESIVIW. The MHC is HLA-A24:02 with pseudo-sequence HLA-A24:02. The binding affinity (normalized) is 0. (3) The peptide sequence is DYDQRDYGF. The MHC is HLA-A69:01 with pseudo-sequence HLA-A69:01. The binding affinity (normalized) is 0.0847. (4) The peptide sequence is RHDITGFIL. The MHC is HLA-A02:06 with pseudo-sequence HLA-A02:06. The binding affinity (normalized) is 0.0847. (5) The peptide sequence is RIKQQGILGK. The MHC is HLA-A03:01 with pseudo-sequence HLA-A03:01. The binding affinity (normalized) is 0.773. (6) The peptide sequence is HSDAVEDFL. The MHC is HLA-B57:01 with pseudo-sequence HLA-B57:01. The binding affinity (normalized) is 0.0847. (7) The peptide sequence is KVIVYCHYY. The MHC is HLA-A02:12 with pseudo-sequence HLA-A02:12. The binding affinity (normalized) is 0.0847. (8) The peptide sequence is RSKMLKRGSR. The MHC is HLA-A11:01 with pseudo-sequence HLA-A11:01. The binding affinity (normalized) is 0.347. (9) The peptide sequence is KFYGPFVDR. The MHC is HLA-B35:03 with pseudo-sequence HLA-B35:03. The binding affinity (normalized) is 0. (10) The peptide sequence is FVLPHWYMA. The MHC is HLA-A02:01 with pseudo-sequence HLA-A02:01. The binding affinity (normalized) is 0.772.